This data is from Full USPTO retrosynthesis dataset with 1.9M reactions from patents (1976-2016). The task is: Predict the reactants needed to synthesize the given product. (1) Given the product [C:1]([O:4][C@H:5]([C:42]1[CH:43]=[CH:44][C:45]([F:48])=[CH:46][CH:47]=1)[CH2:6][CH2:7][C@H:8]1[C:11](=[O:12])[N:10]([C:13]2[CH:14]=[CH:15][C:16]([CH2:19][CH2:20][CH2:21][NH:22][S:23]([CH3:26])(=[O:25])=[O:24])=[CH:17][CH:18]=2)[C@@H:9]1[C:27]1[CH:32]=[CH:31][C:30]([O:33][S:55]([C:58]([F:61])([F:60])[F:59])(=[O:57])=[O:56])=[CH:29][C:28]=1[O:34][CH2:35][C:36]1[CH:41]=[CH:40][CH:39]=[CH:38][CH:37]=1)(=[O:3])[CH3:2], predict the reactants needed to synthesize it. The reactants are: [C:1]([O:4][C@H:5]([C:42]1[CH:47]=[CH:46][C:45]([F:48])=[CH:44][CH:43]=1)[CH2:6][CH2:7][C@H:8]1[C:11](=[O:12])[N:10]([C:13]2[CH:18]=[CH:17][C:16]([CH2:19][CH2:20][CH2:21][NH:22][S:23]([CH3:26])(=[O:25])=[O:24])=[CH:15][CH:14]=2)[C@@H:9]1[C:27]1[CH:32]=[CH:31][C:30]([OH:33])=[CH:29][C:28]=1[O:34][CH2:35][C:36]1[CH:41]=[CH:40][CH:39]=[CH:38][CH:37]=1)(=[O:3])[CH3:2].N1C=CC=CC=1.[S:55](O[S:55]([C:58]([F:61])([F:60])[F:59])(=[O:57])=[O:56])([C:58]([F:61])([F:60])[F:59])(=[O:57])=[O:56]. (2) Given the product [CH3:12][O:11][C:7]1[CH:8]=[C:9]2[CH2:10][CH:2]([CH2:39][CH:36]3[CH2:35][CH2:34][N:33]([CH2:26][C:27]4[CH:28]=[CH:29][CH:30]=[CH:31][CH:32]=4)[CH2:38][CH2:37]3)[C:3](=[O:15])[C:4]2=[CH:5][C:6]=1[O:13][CH3:14], predict the reactants needed to synthesize it. The reactants are: Br[CH:2]1[CH2:10][C:9]2[C:4](=[CH:5][C:6]([O:13][CH3:14])=[C:7]([O:11][CH3:12])[CH:8]=2)[C:3]1=[O:15].P(OCC)(OCC)OCC.[CH2:26]([N:33]1[CH2:38][CH2:37][CH:36]([CH:39]=O)[CH2:35][CH2:34]1)[C:27]1[CH:32]=[CH:31][CH:30]=[CH:29][CH:28]=1.C([N-]C(C)C)(C)C.[Li+]. (3) Given the product [F:1][C:2]1[CH:3]=[CH:4][C:5]([CH2:6][CH:7]2[CH2:8][CH2:9][N:10]([C:13](=[O:17])[C:14]([NH:20][C:21]3[CH:26]=[CH:25][C:24]([OH:27])=[CH:23][CH:22]=3)=[O:16])[CH2:11][CH2:12]2)=[CH:18][CH:19]=1, predict the reactants needed to synthesize it. The reactants are: [F:1][C:2]1[CH:19]=[CH:18][C:5]([CH2:6][CH:7]2[CH2:12][CH2:11][N:10]([C:13](=[O:17])[C:14]([OH:16])=O)[CH2:9][CH2:8]2)=[CH:4][CH:3]=1.[NH2:20][C:21]1[CH:26]=[CH:25][C:24]([OH:27])=[CH:23][CH:22]=1. (4) Given the product [CH3:27][N:26]([CH3:28])[C:25]([C:7]1[N:6]([CH:1]2[CH2:2][CH2:3][CH2:4][CH2:5]2)[C:10]2[N:11]=[C:12]([NH:15][C:16]3[CH:24]=[CH:23][C:19]([C:20]([N:35]4[CH2:36][CH2:37][CH:32]([N:31]([CH3:38])[CH3:30])[CH2:33][CH2:34]4)=[O:21])=[CH:18][N:17]=3)[N:13]=[CH:14][C:9]=2[CH:8]=1)=[O:29], predict the reactants needed to synthesize it. The reactants are: [CH:1]1([N:6]2[C:10]3[N:11]=[C:12]([NH:15][C:16]4[CH:24]=[CH:23][C:19]([C:20](O)=[O:21])=[CH:18][N:17]=4)[N:13]=[CH:14][C:9]=3[CH:8]=[C:7]2[C:25](=[O:29])[N:26]([CH3:28])[CH3:27])[CH2:5][CH2:4][CH2:3][CH2:2]1.[CH3:30][N:31]([CH3:38])[CH:32]1[CH2:37][CH2:36][NH:35][CH2:34][CH2:33]1.CN(C(ON1N=NC2C=CC=CC1=2)=[N+](C)C)C.F[P-](F)(F)(F)(F)F.CCN(C(C)C)C(C)C. (5) Given the product [Si:20]([O:27][C:28]1[CH:33]=[CH:32][CH:31]=[CH:30][C:29]=1[CH2:34][Br:41])([C:23]([CH3:26])([CH3:25])[CH3:24])([CH3:22])[CH3:21], predict the reactants needed to synthesize it. The reactants are: C1(P(C2C=CC=CC=2)C2C=CC=CC=2)C=CC=CC=1.[Si:20]([O:27][C:28]1[CH:33]=[CH:32][CH:31]=[CH:30][C:29]=1[CH2:34]O)([C:23]([CH3:26])([CH3:25])[CH3:24])([CH3:22])[CH3:21].N1C=CN=C1.[Br:41]Br. (6) Given the product [NH2:23][C:20]1[N:21]=[CH:22][C:17]([C:3]2[CH:4]=[CH:5][C:6]([C:25]3[CH:30]=[CH:29][CH:28]=[CH:27][C:26]=3[S:31]([C:34]3([C:39]#[N:40])[CH2:38][CH2:37][CH2:36][CH2:35]3)(=[O:33])=[O:32])=[CH:7][C:2]=2[F:1])=[CH:18][N:19]=1, predict the reactants needed to synthesize it. The reactants are: [F:1][C:2]1[CH:7]=[C:6](B2OC(C)(C)C(C)(C)O2)[CH:5]=[CH:4][C:3]=1[C:17]1[CH:18]=[N:19][C:20]([NH2:23])=[N:21][CH:22]=1.Br[C:25]1[CH:30]=[CH:29][CH:28]=[CH:27][C:26]=1[S:31]([C:34]1([C:39]#[N:40])[CH2:38][CH2:37][CH2:36][CH2:35]1)(=[O:33])=[O:32]. (7) Given the product [OH:6][CH2:7][C:8]1[N:9]=[CH:10][N:11]([C:13]2[CH:14]=[C:15]3[C:20](=[CH:21][C:22]=2[N+:23]([O-:25])=[O:24])[NH:19][C:18](=[O:26])[N:17]([NH:27][S:28]([CH3:31])(=[O:29])=[O:30])[C:16]3=[O:32])[CH:12]=1, predict the reactants needed to synthesize it. The reactants are: C([SiH2][O:6][C:7](C)(C)[C:8]1[N:9]=[CH:10][N:11]([C:13]2[CH:14]=[C:15]3[C:20](=[CH:21][C:22]=2[N+:23]([O-:25])=[O:24])[NH:19][C:18](=[O:26])[N:17]([NH:27][S:28]([CH3:31])(=[O:30])=[O:29])[C:16]3=[O:32])[CH:12]=1)(C)(C)C.O.O.O.[F-].C([N+](CCCC)(CCCC)CCCC)CCC.O1CCCC1.[NH4+].[OH-]. (8) The reactants are: [NH:1]1[CH:5]=[CH:4][CH:3]=[C:2]1[C:6]([O:8][CH3:9])=[O:7].[F:10][CH:11]([F:13])I.CN(C=O)C.[H-].[Na+]. Given the product [F:10][CH:11]([F:13])[N:1]1[CH:5]=[CH:4][CH:3]=[C:2]1[C:6]([O:8][CH3:9])=[O:7], predict the reactants needed to synthesize it.